Dataset: Catalyst prediction with 721,799 reactions and 888 catalyst types from USPTO. Task: Predict which catalyst facilitates the given reaction. (1) Reactant: C(OC(=O)[NH:7][CH:8]1[CH2:13][CH2:12][N:11]([CH2:14][CH2:15][N:16]2[C:25]3[C:20](=[CH:21][C:22]([C:26]#[N:27])=[CH:23][CH:24]=3)[N:19]=[CH:18][C:17]2=[O:28])[CH2:10][CH2:9]1)(C)(C)C.C(O)(C(F)(F)F)=O. Product: [NH2:7][CH:8]1[CH2:13][CH2:12][N:11]([CH2:14][CH2:15][N:16]2[C:25]3[C:20](=[CH:21][C:22]([C:26]#[N:27])=[CH:23][CH:24]=3)[N:19]=[CH:18][C:17]2=[O:28])[CH2:10][CH2:9]1. The catalyst class is: 366. (2) Reactant: [N:1]1[CH:6]=[C:5]([C:7]([C:9]2[CH:10]=[C:11]3[C:16](=[C:17]([C:19]([OH:21])=O)[CH:18]=2)[N:15]=[CH:14][CH:13]=[CH:12]3)=[O:8])[CH:4]=[N:3][CH:2]=1.[F:22][C:23]1[CH:24]=[CH:25][C:26]([NH2:29])=[N:27][CH:28]=1.P(Cl)(Cl)(Cl)=O. Product: [F:22][C:23]1[CH:24]=[CH:25][C:26]([NH:29][C:19]([C:17]2[CH:18]=[C:9]([C:7]([C:5]3[CH:6]=[N:1][CH:2]=[N:3][CH:4]=3)=[O:8])[CH:10]=[C:11]3[C:16]=2[N:15]=[CH:14][CH:13]=[CH:12]3)=[O:21])=[N:27][CH:28]=1. The catalyst class is: 17. (3) Reactant: [OH:1][C:2]1([C:8]([O:10][CH3:11])=[O:9])[CH2:7][CH2:6][CH2:5][NH:4][CH2:3]1.C(N(CC)CC)C.CN(C1C=CC=CN=1)C.[C:28](O[C:28]([O:30][C:31]([CH3:34])([CH3:33])[CH3:32])=[O:29])([O:30][C:31]([CH3:34])([CH3:33])[CH3:32])=[O:29]. Product: [OH:1][C:2]1([C:8]([O:10][CH3:11])=[O:9])[CH2:7][CH2:6][CH2:5][N:4]([C:28]([O:30][C:31]([CH3:34])([CH3:33])[CH3:32])=[O:29])[CH2:3]1. The catalyst class is: 4. (4) Reactant: [C:1]([O:5][C:6]([NH:8][C:9]1[N:10]=[CH:11][C:12]([CH2:15][C:16](OC)=[O:17])=[N:13][CH:14]=1)=[O:7])([CH3:4])([CH3:3])[CH3:2].[H-].[H-].[H-].[H-].[Li+].[Al+3].CO. Product: [OH:17][CH2:16][CH2:15][C:12]1[N:13]=[CH:14][C:9]([NH:8][C:6](=[O:7])[O:5][C:1]([CH3:3])([CH3:2])[CH3:4])=[N:10][CH:11]=1. The catalyst class is: 1. (5) Reactant: [Br:1][C:2]1[CH:7]=[CH:6][C:5]([NH:8][C:9]2[C:14]([C:15]([NH:17][NH2:18])=[O:16])=[CH:13][N:12]3[CH:19]=[CH:20][N:21]=[C:11]3[C:10]=2[Cl:22])=[C:4]([F:23])[CH:3]=1.[N:24]#[C:25]Br.C(=O)(O)[O-].[Na+]. Product: [NH2:24][C:25]1[O:16][C:15]([C:14]2[C:9]([NH:8][C:5]3[CH:6]=[CH:7][C:2]([Br:1])=[CH:3][C:4]=3[F:23])=[C:10]([Cl:22])[C:11]3[N:12]([CH:19]=[CH:20][N:21]=3)[CH:13]=2)=[N:17][N:18]=1. The catalyst class is: 708.